This data is from Full USPTO retrosynthesis dataset with 1.9M reactions from patents (1976-2016). The task is: Predict the reactants needed to synthesize the given product. (1) The reactants are: [N+:1]([C:4]1[CH:9]=[CH:8][C:7]([C:10]2[O:14][C:13](=[O:15])[NH:12][CH:11]=2)=[CH:6][CH:5]=1)([O-])=O. Given the product [NH2:1][C:4]1[CH:5]=[CH:6][C:7]([C:10]2[O:14][C:13](=[O:15])[NH:12][CH:11]=2)=[CH:8][CH:9]=1, predict the reactants needed to synthesize it. (2) Given the product [CH2:16]([N:23]1[C:28](=[O:29])[CH2:27][N:13]([C:11]([C:6]2[CH:7]=[N:8][CH:9]=[CH:10][C:5]=2[C:4]([F:3])([F:14])[F:15])=[O:12])[C:24]1=[O:25])[C:17]1[CH:22]=[CH:21][CH:20]=[CH:19][CH:18]=1, predict the reactants needed to synthesize it. The reactants are: [H-].[Na+].[F:3][C:4]([F:15])([F:14])[C:5]1[CH:10]=[CH:9][N:8]=[CH:7][C:6]=1[C:11]([NH2:13])=[O:12].[CH2:16]([N:23]=[C:24]=[O:25])[C:17]1[CH:22]=[CH:21][CH:20]=[CH:19][CH:18]=1.Br[CH2:27][C:28](OC)=[O:29].